The task is: Predict the reactants needed to synthesize the given product.. This data is from Full USPTO retrosynthesis dataset with 1.9M reactions from patents (1976-2016). Given the product [F:27][C:24]1[CH:25]=[C:26]2[C:21](=[CH:22][CH:23]=1)[NH:20][C:19](=[O:28])[C:18]2=[CH:17][C:14]1[CH:15]=[CH:16][C:11]([C:10]([NH:9][CH2:8][CH2:7][CH2:6][CH2:5][CH2:4][C:3]([OH:30])=[O:2])=[O:29])=[CH:12][CH:13]=1, predict the reactants needed to synthesize it. The reactants are: C[O:2][C:3](=[O:30])[CH2:4][CH2:5][CH2:6][CH2:7][CH2:8][NH:9][C:10](=[O:29])[C:11]1[CH:16]=[CH:15][C:14]([CH:17]=[C:18]2[C:26]3[C:21](=[CH:22][CH:23]=[C:24]([F:27])[CH:25]=3)[NH:20][C:19]2=[O:28])=[CH:13][CH:12]=1.CO.[Li+].[OH-].Cl.